This data is from Full USPTO retrosynthesis dataset with 1.9M reactions from patents (1976-2016). The task is: Predict the reactants needed to synthesize the given product. (1) The reactants are: Br[C:2]1[CH:3]=[C:4]([NH:11][C:12](=[O:14])[CH3:13])[CH:5]=[C:6]([N+:8]([O-:10])=[O:9])[CH:7]=1.N#N.[C:17]1([S:23]([N:26]2[C:34]3[C:29](=[CH:30][CH:31]=[CH:32][CH:33]=3)[C:28](B3OC(C)(C)C(C)(C)O3)=[CH:27]2)(=[O:25])=[O:24])[CH:22]=[CH:21][CH:20]=[CH:19][CH:18]=1.C(=O)([O-])[O-].[Na+].[Na+]. Given the product [N+:8]([C:6]1[CH:5]=[C:4]([NH:11][C:12](=[O:14])[CH3:13])[CH:3]=[C:2]([C:28]2[C:29]3[C:34](=[CH:33][CH:32]=[CH:31][CH:30]=3)[N:26]([S:23]([C:17]3[CH:22]=[CH:21][CH:20]=[CH:19][CH:18]=3)(=[O:25])=[O:24])[CH:27]=2)[CH:7]=1)([O-:10])=[O:9], predict the reactants needed to synthesize it. (2) The reactants are: [Cl:1][C:2]1[CH:7]=[CH:6][C:5](/[CH:8]=[CH:9]/[C:10]([C:12]2[CH:13]=[CH:14][C:15](=[O:19])[N:16]([CH3:18])[CH:17]=2)=[O:11])=[C:4]([CH3:20])[CH:3]=1.CC1(C)C(C)(C)OB([C:29]2[CH:35]=[CH:34][C:32]([NH2:33])=[CH:31][CH:30]=2)O1.C(=O)([O-])O.[Na+]. Given the product [NH2:33][C:32]1[CH:34]=[CH:35][C:29]([CH:8]([C:5]2[CH:6]=[CH:7][C:2]([Cl:1])=[CH:3][C:4]=2[CH3:20])[CH2:9][C:10]([C:12]2[CH:13]=[CH:14][C:15](=[O:19])[N:16]([CH3:18])[CH:17]=2)=[O:11])=[CH:30][CH:31]=1, predict the reactants needed to synthesize it. (3) Given the product [F:1][C:2]1[CH:3]=[CH:4][C:5]2[NH:11][C:10]3[CH:12]=[CH:13][CH:14]=[CH:15][C:9]=3[C:8]([NH:22][CH2:21][CH2:20][N:19]([CH3:23])[CH3:18])=[N:7][C:6]=2[CH:17]=1, predict the reactants needed to synthesize it. The reactants are: [F:1][C:2]1[CH:3]=[CH:4][C:5]2[NH:11][C:10]3[CH:12]=[CH:13][CH:14]=[CH:15][C:9]=3[C:8](=O)[NH:7][C:6]=2[CH:17]=1.[CH3:18][N:19]([CH3:23])[CH2:20][CH2:21][NH2:22]. (4) Given the product [OH:7][C:8]1[CH:9]=[C:10]([N:14]2[CH2:19][CH2:18][N:17]([C:20]([O:22][C:23]([CH3:26])([CH3:25])[CH3:24])=[O:21])[CH2:16][CH2:15]2)[CH:11]=[CH:12][CH:13]=1, predict the reactants needed to synthesize it. The reactants are: O1CCCCC1[O:7][C:8]1[CH:9]=[C:10]([N:14]2[CH2:19][CH2:18][N:17]([C:20]([O:22][C:23]([CH3:26])([CH3:25])[CH3:24])=[O:21])[CH2:16][CH2:15]2)[CH:11]=[CH:12][CH:13]=1.C1(C)C=CC(S([O-])(=O)=O)=CC=1.[NH+]1C=CC=CC=1. (5) Given the product [N:33]1([C:15]([C:14]2[CH:13]=[C:12]([C@@H:10]3[CH2:11][C@H:9]3[NH:8][C:6](=[O:7])[O:5][C:1]([CH3:2])([CH3:3])[CH3:4])[CH:20]=[CH:19][CH:18]=2)=[O:17])[CH2:34][CH2:35][CH2:36][CH2:31]1, predict the reactants needed to synthesize it. The reactants are: [C:1]([O:5][C:6]([NH:8][C@@H:9]1[CH2:11][C@H:10]1[C:12]1[CH:13]=[C:14]([CH:18]=[CH:19][CH:20]=1)[C:15]([OH:17])=O)=[O:7])([CH3:4])([CH3:3])[CH3:2].F[P-](F)(F)(F)(F)F.N1(OC(N(C)C)=[N+](C)C)C2[N:33]=[CH:34][CH:35]=[CH:36][C:31]=2N=N1.N1CCCC1.C(N(CC)CC)C. (6) Given the product [Cl:10][C:11]1[CH:19]=[CH:18][C:14]([C:15]2[NH:8][C:4]3=[N:5][CH:6]=[CH:7][C:2]([CH3:1])=[C:3]3[N:9]=2)=[CH:13][CH:12]=1, predict the reactants needed to synthesize it. The reactants are: [CH3:1][C:2]1[CH:7]=[CH:6][N:5]=[C:4]([NH2:8])[C:3]=1[NH2:9].[Cl:10][C:11]1[CH:19]=[CH:18][C:14]([C:15](O)=O)=[CH:13][CH:12]=1.[OH-].[Na+]. (7) Given the product [Cl:23][C:24]1[C:32]([C:33]#[N:34])=[CH:31][CH:30]=[C:29]2[C:25]=1[CH:26]=[C:27]([CH:40]([F:41])[F:42])[N:28]2[CH2:35][C:36]1[O:10][C:8]([C:6]2[CH:5]=[CH:4][CH:3]=[C:2]([F:1])[N:7]=2)=[N:39][N:38]=1, predict the reactants needed to synthesize it. The reactants are: [F:1][C:2]1[N:7]=[C:6]([C:8]([OH:10])=O)[CH:5]=[CH:4][CH:3]=1.CCN=C=NCCCN(C)C.Cl.[Cl:23][C:24]1[C:32]([C:33]#[N:34])=[CH:31][CH:30]=[C:29]2[C:25]=1[CH:26]=[C:27]([CH:40]([F:42])[F:41])[N:28]2[CH2:35][C:36]([NH:38][NH2:39])=O.S(Cl)(C1C=CC(C)=CC=1)(=O)=O.